From a dataset of Forward reaction prediction with 1.9M reactions from USPTO patents (1976-2016). Predict the product of the given reaction. (1) The product is: [CH2:29]([O:31][C:32](=[O:40])[CH2:33][CH:34]1[CH2:39][CH2:38][N:37]([C:23](=[O:24])[C:22]2[CH:26]=[CH:27][C:19]([CH:11]([C:12]3[CH:17]=[CH:16][CH:15]=[CH:14][C:13]=3[CH3:18])[CH2:10][C:9]([C:4]3[CH:5]=[CH:6][C:7](=[O:8])[N:2]([CH3:1])[CH:3]=3)=[O:28])=[CH:20][CH:21]=2)[CH2:36][CH2:35]1)[CH3:30]. Given the reactants [CH3:1][N:2]1[C:7](=[O:8])[CH:6]=[CH:5][C:4]([C:9](=[O:28])[CH2:10][CH:11]([C:19]2[CH:27]=[CH:26][C:22]([C:23](O)=[O:24])=[CH:21][CH:20]=2)[C:12]2[CH:17]=[CH:16][CH:15]=[CH:14][C:13]=2[CH3:18])=[CH:3]1.[CH2:29]([O:31][C:32](=[O:40])[CH2:33][CH:34]1[CH2:39][CH2:38][NH:37][CH2:36][CH2:35]1)[CH3:30].CN([P+](ON1N=NC2C=CC=CC1=2)(N(C)C)N(C)C)C.F[P-](F)(F)(F)(F)F, predict the reaction product. (2) The product is: [Br:1][C:2]1[C:15]2[N:14]3[CH:23]=[CH:24][N:16]=[C:13]3[C:12]3[CH:11]=[CH:10][CH:9]=[CH:8][C:7]=3[C:6]=2[CH:5]=[CH:4][CH:3]=1. Given the reactants [Br:1][C:2]1[C:15]2[C:6](=[C:7]3[C:12](=[C:13]([NH2:16])[N:14]=2)[CH:11]=[CH:10][CH:9]=[CH:8]3)[CH:5]=[CH:4][CH:3]=1.C(=O)(O)[O-].[Na+].Cl[CH2:23][CH:24]=O, predict the reaction product. (3) Given the reactants [N:1]([CH2:4][CH2:5][OH:6])=[N+:2]=[N-:3].CN(C)C=O.[C:12]([N:15]1[C:24]2[C:19](=[CH:20][C:21]([C:25]#[CH:26])=[CH:22][CH:23]=2)[C@H:18]([NH:27][C:28](=[O:34])[O:29][C:30]([CH3:33])([CH3:32])[CH3:31])[CH2:17][C@@H:16]1[CH3:35])(=[O:14])[CH3:13], predict the reaction product. The product is: [C:12]([N:15]1[C:24]2[C:19](=[CH:20][C:21]([C:25]3[N:3]=[N:2][N:1]([CH2:4][CH2:5][OH:6])[CH:26]=3)=[CH:22][CH:23]=2)[C@H:18]([NH:27][C:28](=[O:34])[O:29][C:30]([CH3:33])([CH3:32])[CH3:31])[CH2:17][C@@H:16]1[CH3:35])(=[O:14])[CH3:13]. (4) Given the reactants [NH2:1][C:2]1[CH:7]=[C:6]([O:8][C:9]2[CH:14]=[CH:13][C:12]([NH:15]C(=O)C(C)(C)C)=[C:11]([F:22])[CH:10]=2)[CH:5]=[CH:4][N:3]=1.Cl, predict the reaction product. The product is: [NH2:15][C:12]1[CH:13]=[CH:14][C:9]([O:8][C:6]2[CH:5]=[CH:4][N:3]=[C:2]([NH2:1])[CH:7]=2)=[CH:10][C:11]=1[F:22]. (5) The product is: [Cl:1][C:2]1[CH:3]=[C:4]([NH:16][C:17]2[C:26]3[C:21](=[CH:22][C:23]([O:30][CH3:31])=[C:24]([NH2:27])[CH:25]=3)[N:20]=[CH:19][N:18]=2)[CH:5]=[CH:6][C:7]=1[O:8][CH2:9][C:10]1[CH:15]=[CH:14][CH:13]=[CH:12][N:11]=1. Given the reactants [Cl:1][C:2]1[CH:3]=[C:4]([NH:16][C:17]2[C:26]3[C:21](=[CH:22][C:23]([O:30][CH3:31])=[C:24]([N+:27]([O-])=O)[CH:25]=3)[N:20]=[CH:19][N:18]=2)[CH:5]=[CH:6][C:7]=1[O:8][CH2:9][C:10]1[CH:15]=[CH:14][CH:13]=[CH:12][N:11]=1.C(O)(=O)C.C(O)C, predict the reaction product. (6) Given the reactants [S:1]([N:11]1[C:15]2=[N:16][CH:17]=[C:18]([NH:20][C:21](=[O:27])[O:22][C:23]([CH3:26])([CH3:25])[CH3:24])[N:19]=[C:14]2[CH:13]=[CH:12]1)([C:4]1[CH:10]=[CH:9][C:7]([CH3:8])=[CH:6][CH:5]=1)(=[O:3])=[O:2].[H-].[Na+].Br[CH2:31][C:32]([C@@H:34]1[C@H:38]([CH2:39][CH3:40])[CH2:37][N:36]([C:41]([O:43][CH2:44][C:45]2[CH:50]=[CH:49][CH:48]=[CH:47][CH:46]=2)=[O:42])[CH2:35]1)=[O:33].[NH4+].[Cl-], predict the reaction product. The product is: [C:23]([O:22][C:21]([N:20]([C:18]1[N:19]=[C:14]2[CH:13]=[CH:12][N:11]([S:1]([C:4]3[CH:5]=[CH:6][C:7]([CH3:8])=[CH:9][CH:10]=3)(=[O:3])=[O:2])[C:15]2=[N:16][CH:17]=1)[CH2:31][C:32]([C@@H:34]1[C@H:38]([CH2:39][CH3:40])[CH2:37][N:36]([C:41]([O:43][CH2:44][C:45]2[CH:46]=[CH:47][CH:48]=[CH:49][CH:50]=2)=[O:42])[CH2:35]1)=[O:33])=[O:27])([CH3:24])([CH3:26])[CH3:25]. (7) The product is: [OH:24][C@H:21]1[CH2:22][CH2:23][C@H:18]([NH:17][C:14]2[CH:15]=[CH:16][C:11]3[N:12]([C:8]([C:6]4[CH:5]=[CH:4][NH:3][C:2](=[O:26])[CH:7]=4)=[CH:9][N:10]=3)[N:13]=2)[CH2:19][CH2:20]1. Given the reactants Cl[C:2]1[CH:7]=[C:6]([C:8]2[N:12]3[N:13]=[C:14]([NH:17][C@H:18]4[CH2:23][CH2:22][C@H:21]([OH:24])[CH2:20][CH2:19]4)[CH:15]=[CH:16][C:11]3=[N:10][CH:9]=2)[CH:5]=[CH:4][N:3]=1.Cl.[O:26]1CCOCC1, predict the reaction product. (8) The product is: [CH3:18][C:8]1[CH:13]=[CH:12][C:11]([S:14](/[N:1]=[C:2]2/[NH:3][CH:4]=[CH:5][N:6]=[CH:7]/2)(=[O:16])=[O:15])=[CH:10][CH:9]=1. Given the reactants [NH2:1][C:2]1[CH:7]=[N:6][CH:5]=[CH:4][N:3]=1.[C:8]1([CH3:18])[CH:13]=[CH:12][C:11]([S:14](Cl)(=[O:16])=[O:15])=[CH:10][CH:9]=1, predict the reaction product.